From a dataset of Forward reaction prediction with 1.9M reactions from USPTO patents (1976-2016). Predict the product of the given reaction. (1) Given the reactants [O:1]=[C:2]1[N:6]([C:7]2[CH:12]=[CH:11][CH:10]=[CH:9][CH:8]=2)[NH:5][C:4]([C:13]([O:15]C)=[O:14])=[N:3]1.CO.O, predict the reaction product. The product is: [O:1]=[C:2]1[N:6]([C:7]2[CH:12]=[CH:11][CH:10]=[CH:9][CH:8]=2)[N:5]=[C:4]([C:13]([OH:15])=[O:14])[NH:3]1. (2) Given the reactants [F:1][C:2]1[CH:7]=[CH:6][CH:5]=[C:4]([F:8])[C:3]=1[C:9]1[C:18]2[CH:17]=[C:16]([CH2:19][OH:20])[CH:15]=[CH:14][C:13]=2[C:12]2=[N:21][N:22](COCC[Si](C)(C)C)[C:23]([NH:24][CH:25]3[CH2:30][CH2:29][N:28]([S:31]([NH2:34])(=[O:33])=[O:32])[CH2:27][CH2:26]3)=[C:11]2[N:10]=1.C(Cl)Cl.C(O)(C(F)(F)F)=O.N, predict the reaction product. The product is: [F:1][C:2]1[CH:7]=[CH:6][CH:5]=[C:4]([F:8])[C:3]=1[C:9]1[C:18]2[CH:17]=[C:16]([CH2:19][OH:20])[CH:15]=[CH:14][C:13]=2[C:12]2[NH:21][N:22]=[C:23]([NH:24][CH:25]3[CH2:30][CH2:29][N:28]([S:31]([NH2:34])(=[O:33])=[O:32])[CH2:27][CH2:26]3)[C:11]=2[N:10]=1. (3) Given the reactants [NH2:1][C:2]1[N:7]=[C:6]([N:8]2[C:16]3[C:11](=[CH:12][CH:13]=[C:14]([C:17]#[C:18][C:19]([OH:34])([C:21]4[CH:25]=[C:24]([CH2:26][O:27]C5CCCCO5)[O:23][N:22]=4)[CH3:20])[CH:15]=3)[C:10]([C:35]([N:37]([CH3:39])[CH3:38])=[O:36])=[N:9]2)[CH:5]=[CH:4][N:3]=1.CC1C=CC(S([O-])(=O)=O)=CC=1.[NH+]1C=CC=CC=1, predict the reaction product. The product is: [NH2:1][C:2]1[N:7]=[C:6]([N:8]2[C:16]3[C:11](=[CH:12][CH:13]=[C:14]([C:17]#[C:18][C:19]([OH:34])([C:21]4[CH:25]=[C:24]([CH2:26][OH:27])[O:23][N:22]=4)[CH3:20])[CH:15]=3)[C:10]([C:35]([N:37]([CH3:39])[CH3:38])=[O:36])=[N:9]2)[CH:5]=[CH:4][N:3]=1.